From a dataset of Reaction yield outcomes from USPTO patents with 853,638 reactions. Predict the reaction yield, written as a fraction of the theoretical maximum amount of product (1.0 means a 100% yield; for example, 0.34 means a 34% yield). The reactants are [F:1][C:2]1[CH:3]=[C:4]2[C:8](=[CH:9][CH:10]=1)[N:7]([CH2:11][C:12]1[O:13][C:14]([C:17]([F:20])([F:19])[F:18])=[CH:15][CH:16]=1)[C:6](=[O:21])[CH:5]2[C:22]1[C:30]([OH:31])=[CH:29][C:25]2[O:26][CH2:27][O:28][C:24]=2[CH:23]=1.[CH2:32]=[O:33].O.[OH-].[Li+]. The catalyst is O1CCCC1.O. The yield is 0.590. The product is [F:1][C:2]1[CH:3]=[C:4]2[C:8](=[CH:9][CH:10]=1)[N:7]([CH2:11][C:12]1[O:13][C:14]([C:17]([F:20])([F:18])[F:19])=[CH:15][CH:16]=1)[C:6](=[O:21])[C:5]2([C:22]1[C:30]([OH:31])=[CH:29][C:25]2[O:26][CH2:27][O:28][C:24]=2[CH:23]=1)[CH2:32][OH:33].